From a dataset of Full USPTO retrosynthesis dataset with 1.9M reactions from patents (1976-2016). Predict the reactants needed to synthesize the given product. (1) The reactants are: CCOP(ON1N=NC2C=CC=CC=2C1=O)(OCC)=O.CCN(C(C)C)C(C)C.[CH3:30][O:31][C:32](=[O:46])[CH2:33][CH2:34][CH2:35][CH2:36][CH2:37][C@H:38]([O:42][CH2:43][CH:44]=[CH2:45])[C:39]([OH:41])=O.[Cl-].[CH3:48][O:49][C:50]1[CH:51]=[C:52]([CH:63]=[C:64]([CH:66]=[CH2:67])[CH:65]=1)[C:53]([NH:55][C:56]1[CH:61]=[CH:60][CH:59]=[CH:58][C:57]=1[NH3+:62])=[O:54]. Given the product [CH3:30][O:31][C:32](=[O:46])[CH2:33][CH2:34][CH2:35][CH2:36][CH2:37][C@H:38]([O:42][CH2:43][CH:44]=[CH2:45])[C:39](=[O:41])[NH:62][C:57]1[CH:58]=[CH:59][CH:60]=[CH:61][C:56]=1[NH:55][C:53](=[O:54])[C:52]1[CH:63]=[C:64]([CH:66]=[CH2:67])[CH:65]=[C:50]([O:49][CH3:48])[CH:51]=1, predict the reactants needed to synthesize it. (2) Given the product [CH3:14][S:15][C:16]1[N:21]=[C:20]([NH:22][CH2:23][C:24]2[CH:29]=[CH:28][C:27]([O:30][CH3:31])=[C:26]([Cl:32])[CH:25]=2)[C:19]([CH:33]=[CH:7][C:5]([O:4][CH3:3])=[O:6])=[CH:18][N:17]=1, predict the reactants needed to synthesize it. The reactants are: [H-].[Na+].[CH3:3][O:4][C:5]([CH2:7]P(OC)(OC)=O)=[O:6].[CH3:14][S:15][C:16]1[N:21]=[C:20]([NH:22][CH2:23][C:24]2[CH:29]=[CH:28][C:27]([O:30][CH3:31])=[C:26]([Cl:32])[CH:25]=2)[C:19]([CH:33]=O)=[CH:18][N:17]=1.OC[C@@H]1CCCN1C1N=C(NCC2C=CC(OC)=C(Cl)C=2)C(C=O)=CN=1. (3) Given the product [N:1]1([CH2:7][CH2:8][CH2:9][O:10][S:17]([C:14]2[CH:15]=[CH:16][C:11]([CH3:21])=[CH:12][CH:13]=2)(=[O:19])=[O:18])[CH2:6][CH2:5][O:4][CH2:3][CH2:2]1, predict the reactants needed to synthesize it. The reactants are: [N:1]1([CH2:7][CH2:8][CH2:9][OH:10])[CH2:6][CH2:5][O:4][CH2:3][CH2:2]1.[C:11]1([CH3:21])[CH:16]=[CH:15][C:14]([S:17](Cl)(=[O:19])=[O:18])=[CH:13][CH:12]=1. (4) Given the product [CH3:14][O:13][C:12]1[C:6]2[CH:5]=[C:4]([C:1](=[O:3])[CH2:2][C:18](=[O:20])[CH3:19])[O:8][C:7]=2[CH:9]=[CH:10][CH:11]=1, predict the reactants needed to synthesize it. The reactants are: [C:1]([C:4]1[O:8][C:7]2[CH:9]=[CH:10][CH:11]=[C:12]([O:13][CH3:14])[C:6]=2[CH:5]=1)(=[O:3])[CH3:2].[H-].[Na+].O.[C:18](OCC)(=[O:20])[CH3:19]. (5) Given the product [Cl:1][C:2]1[CH:3]=[C:4]([C:8]2[N:9]=[C:10]([C:22]([N:24]3[CH2:28][C:27](=[O:29])[NH:26][CH2:25]3)=[O:23])[S:11][C:12]=2[C:13]2[CH:14]=[CH:15][C:16]([F:21])=[C:17]([C:19]#[N:20])[CH:18]=2)[CH:5]=[CH:6][C:7]=1[F:37], predict the reactants needed to synthesize it. The reactants are: [Cl:1][C:2]1[CH:3]=[C:4]([C:8]2[N:9]=[C:10]([C:22]([N:24]3[CH2:28][C:27](=[O:29])[NH:26][CH2:25]3)=[O:23])[S:11][C:12]=2[C:13]2[CH:14]=[CH:15][C:16]([F:21])=[C:17]([C:19]#[N:20])[CH:18]=2)[CH:5]=[CH:6][CH:7]=1.ClC1C=C(C2N=C(C(O)=O)SC=2C2C=CC(F)=C(C#N)C=2)C=CC=1[F:37]. (6) Given the product [ClH:19].[F:1][C:2]1[CH:3]=[C:4]([CH:8]([N:13]2[CH2:18][CH2:17][CH2:16][CH2:15][CH2:14]2)[C:9]([OH:11])=[O:10])[CH:5]=[CH:6][CH:7]=1, predict the reactants needed to synthesize it. The reactants are: [F:1][C:2]1[CH:3]=[C:4]([CH:8]([N:13]2[CH2:18][CH2:17][CH2:16][CH2:15][CH2:14]2)[C:9]([O:11]C)=[O:10])[CH:5]=[CH:6][CH:7]=1.[ClH:19].